This data is from Full USPTO retrosynthesis dataset with 1.9M reactions from patents (1976-2016). The task is: Predict the reactants needed to synthesize the given product. (1) Given the product [F:36][CH2:2][CH2:3][NH:4][S:5]([C:8]1[CH:13]=[CH:12][C:11]([C:14]2[C:15]3[C:16]4[CH:29]=[CH:28][S:27][C:17]=4[C:18](=[O:26])[NH:19][C:20]=3[CH:21]=[CH:22][C:23]=2[O:24][CH3:25])=[CH:10][CH:9]=1)(=[O:7])=[O:6], predict the reactants needed to synthesize it. The reactants are: O[CH2:2][CH2:3][NH:4][S:5]([C:8]1[CH:13]=[CH:12][C:11]([C:14]2[C:15]3[C:16]4[CH:29]=[CH:28][S:27][C:17]=4[C:18](=[O:26])[NH:19][C:20]=3[CH:21]=[CH:22][C:23]=2[O:24][CH3:25])=[CH:10][CH:9]=1)(=[O:7])=[O:6].CCN(S(F)(F)[F:36])CC. (2) Given the product [Br:1][C:2]1[CH:3]=[C:4]([N:8]2[CH2:12][CH2:11][C:10]([CH3:15])([CH3:14])[CH2:9]2)[CH:5]=[CH:6][CH:7]=1, predict the reactants needed to synthesize it. The reactants are: [Br:1][C:2]1[CH:3]=[C:4]([N:8]2[C:12](=O)[CH2:11][C:10]([CH3:15])([CH3:14])[C:9]2=O)[CH:5]=[CH:6][CH:7]=1.B.CO.O. (3) Given the product [Cl:4][C:5]1[CH:6]=[CH:7][C:8]([NH:11][C:12](=[O:17])[C:13]([O-:15])=[O:14])=[N:9][CH:10]=1.[Li+:3], predict the reactants needed to synthesize it. The reactants are: O.[OH-].[Li+:3].[Cl:4][C:5]1[CH:6]=[CH:7][C:8]([NH:11][C:12](=[O:17])[C:13]([O:15]C)=[O:14])=[N:9][CH:10]=1. (4) Given the product [CH3:19][Si:18]([C:16]#[C:17][C:2]1[CH:7]=[CH:6][N:5]=[CH:4][CH:3]=1)([CH3:21])[CH3:20], predict the reactants needed to synthesize it. The reactants are: Br[C:2]1[CH:7]=[CH:6][N:5]=[CH:4][CH:3]=1.Cl.C(N(CC)CC)C.[C:16]([Si:18]([CH3:21])([CH3:20])[CH3:19])#[CH:17]. (5) The reactants are: N1C=CC(=O)N=1.[Br-].[CH3:8][C:9]1[N:10]([C:18]2[CH:23]=[CH:22][CH:21]=[CH:20][CH:19]=2)[N+:11]2CCC[O:13][C:12]=2[CH:17]=1.CC1(CC(OCC)=O)OCCO1.C1(NN)C=CC=CC=1.C[O-].[Na+].CC1(CC(NNC2C=CC=CC=2)=O)OCCO1.Cl. Given the product [OH:13][C:12]1[CH:17]=[C:9]([CH3:8])[N:10]([C:18]2[CH:19]=[CH:20][CH:21]=[CH:22][CH:23]=2)[N:11]=1, predict the reactants needed to synthesize it. (6) Given the product [F:22][C:16]1[C:17]([F:21])=[CH:18][CH:19]=[CH:20][C:15]=1[C@H:12]1[CH2:13][NH:14][C:23](=[O:25])[C@H:9]([NH:8][C:6](=[O:7])[O:5][C:1]([CH3:4])([CH3:3])[CH3:2])[CH2:10][CH2:11]1, predict the reactants needed to synthesize it. The reactants are: [C:1]([O:5][C:6]([N:8](C(OC(C)(C)C)=O)[C@@H:9]([C:23]([OH:25])=O)[CH2:10][CH2:11][C@@H:12]([C:15]1[CH:20]=[CH:19][CH:18]=[C:17]([F:21])[C:16]=1[F:22])[CH2:13][NH2:14])=[O:7])([CH3:4])([CH3:3])[CH3:2].C(Cl)CCl.C1C=NC2N(O)N=NC=2C=1.C(N(CC)CC)C.C([O-])(O)=O.[Na+].